This data is from Catalyst prediction with 721,799 reactions and 888 catalyst types from USPTO. The task is: Predict which catalyst facilitates the given reaction. (1) Reactant: [F:1][C:2]1[CH:3]=[C:4]([NH:8][C:9]([C:11]2[NH:12][C:13](C3C4C(=CC=C([N+]([O-])=O)C=4)NN=3)=[CH:14][CH:15]=2)=[O:10])[CH:5]=[CH:6][CH:7]=1.[F:28][C:29]1[CH:37]=[C:36]([F:38])[CH:35]=[CH:34][C:30]=1[C:31](Cl)=[O:32].[Sn](Cl)(Cl)(Cl)Cl. Product: [F:1][C:2]1[CH:3]=[C:4]([NH:8][C:9]([C:11]2[NH:12][C:13]([C:31](=[O:32])[C:30]3[CH:34]=[CH:35][C:36]([F:38])=[CH:37][C:29]=3[F:28])=[CH:14][CH:15]=2)=[O:10])[CH:5]=[CH:6][CH:7]=1. The catalyst class is: 48. (2) Reactant: [Li+].[OH-].[Br:3][C:4]1[CH:5]=[C:6]([CH2:32][C:33]([OH:35])=[O:34])[CH:7]=[C:8]([Br:31])[C:9]=1[O:10][C:11]1[CH:16]=[C:15]([CH:17]([CH3:19])[CH3:18])[C:14]([O:20][CH3:21])=[CH:13][C:12]=1[C:22](=[O:30])[C:23]1[CH:28]=[CH:27][CH:26]=[C:25]([CH3:29])[CH:24]=1.[BH4-].[Na+].Cl. Product: [Br:3][C:4]1[CH:5]=[C:6]([CH2:32][C:33]([OH:35])=[O:34])[CH:7]=[C:8]([Br:31])[C:9]=1[O:10][C:11]1[CH:16]=[C:15]([CH:17]([CH3:19])[CH3:18])[C:14]([O:20][CH3:21])=[CH:13][C:12]=1[CH:22]([OH:30])[C:23]1[CH:28]=[CH:27][CH:26]=[C:25]([CH3:29])[CH:24]=1. The catalyst class is: 6. (3) Reactant: C([O:8][C:9]([C:11]1[CH:20]=[CH:19][C:18]2[C:13](=[CH:14][CH:15]=[C:16]([O:21][CH2:22][C:23]3[CH:28]=[CH:27][CH:26]=[CH:25][CH:24]=3)[CH:17]=2)[CH:12]=1)=O)C1C=CC=CC=1.[H-].C([Al+]CC(C)C)C(C)C.C(O)(=O)CC(CC(O)=O)(C(O)=O)O. Product: [CH2:22]([O:21][C:16]1[CH:17]=[C:18]2[C:13](=[CH:14][CH:15]=1)[CH:12]=[C:11]([CH2:9][OH:8])[CH:20]=[CH:19]2)[C:23]1[CH:24]=[CH:25][CH:26]=[CH:27][CH:28]=1. The catalyst class is: 30. (4) Reactant: C[O:2][C:3]([C:5]1[S:6][CH:7]=[CH:8][C:9]=1[N:10]([CH2:22][C:23]1[CH:28]=[CH:27][CH:26]=[CH:25][CH:24]=1)[S:11]([C:14]1[CH:19]=[CH:18][C:17]([O:20][CH3:21])=[CH:16][CH:15]=1)(=[O:13])=[O:12])=[O:4].C1COCC1.[OH-].[Na+]. Product: [CH2:22]([N:10]([S:11]([C:14]1[CH:15]=[CH:16][C:17]([O:20][CH3:21])=[CH:18][CH:19]=1)(=[O:13])=[O:12])[C:9]1[CH:8]=[CH:7][S:6][C:5]=1[C:3]([OH:4])=[O:2])[C:23]1[CH:28]=[CH:27][CH:26]=[CH:25][CH:24]=1. The catalyst class is: 5. (5) Reactant: [C:1]([C:3]1([C:9]2[CH:14]=[CH:13][C:12]([NH:15][C:16]([C:18]3[N:19](COCC[Si](C)(C)C)[CH:20]=[C:21]([C:23]#[N:24])[N:22]=3)=[O:17])=[C:11]([C:33]3[CH2:38][CH2:37][C:36]([CH3:40])([CH3:39])[CH2:35][CH:34]=3)[CH:10]=2)[CH2:8][CH2:7][CH2:6][CH2:5][CH2:4]1)#[N:2].C(O)(C(F)(F)F)=O. Product: [C:1]([C:3]1([C:9]2[CH:14]=[CH:13][C:12]([NH:15][C:16]([C:18]3[NH:19][CH:20]=[C:21]([C:23]#[N:24])[N:22]=3)=[O:17])=[C:11]([C:33]3[CH2:38][CH2:37][C:36]([CH3:40])([CH3:39])[CH2:35][CH:34]=3)[CH:10]=2)[CH2:4][CH2:5][CH2:6][CH2:7][CH2:8]1)#[N:2]. The catalyst class is: 497. (6) Reactant: [C:1]([O:5][C:6]([NH:8][C@H:9]([CH3:14])[C:10](OC)=[O:11])=[O:7])([CH3:4])([CH3:3])[CH3:2].[H-].C([Al+]CC(C)C)C(C)C. Product: [O:11]=[CH:10][C@H:9]([NH:8][C:6](=[O:7])[O:5][C:1]([CH3:4])([CH3:3])[CH3:2])[CH3:14]. The catalyst class is: 2. (7) Reactant: [F:1][C:2]([F:14])([F:13])[CH2:3][CH2:4][C:5]1[NH:9][C:8]([C:10](O)=[O:11])=[CH:7][CH:6]=1.C(Cl)(=O)C([Cl:18])=O. Product: [F:1][C:2]([F:14])([F:13])[CH2:3][CH2:4][C:5]1[NH:9][C:8]([C:10]([Cl:18])=[O:11])=[CH:7][CH:6]=1. The catalyst class is: 59. (8) Reactant: [F:1][C:2]1[CH:7]=[CH:6][CH:5]=[C:4]([F:8])[C:3]=1[C:9](=O)[CH3:10].[Br:12][C:13]1[CH:18]=[CH:17][C:16]([NH:19]N)=[CH:15][CH:14]=1.CC([O-])=O.[K+]. Product: [Br:12][C:13]1[CH:18]=[CH:17][C:16](/[N:19]=[C:9](/[C:3]2[C:2]([F:1])=[CH:7][CH:6]=[CH:5][C:4]=2[F:8])\[CH3:10])=[CH:15][CH:14]=1. The catalyst class is: 14. (9) Reactant: I[C:2]1[CH:7]=[CH:6][CH:5]=[C:4]([I:8])[CH:3]=1.C([Li])CCC.[O:14]1[CH2:18][CH2:17][C:16](=[O:19])[CH2:15]1.[NH4+].[Cl-]. Product: [I:8][C:4]1[CH:3]=[C:2]([C:16]2([OH:19])[CH2:17][CH2:18][O:14][CH2:15]2)[CH:7]=[CH:6][CH:5]=1. The catalyst class is: 1.